From a dataset of Reaction yield outcomes from USPTO patents with 853,638 reactions. Predict the reaction yield, written as a fraction of the theoretical maximum amount of product (1.0 means a 100% yield; for example, 0.34 means a 34% yield). (1) The reactants are [CH:1]1[CH:6]=[C:5]2[C:7]([NH:9][C:10]([NH:12][C:4]2=[CH:3][CH:2]=1)=O)=[O:8].CN(C)C1C=CC=CC=1. The catalyst is P(Cl)(Cl)(Cl)=O. The product is [CH:1]1[CH:2]=[CH:3][C:4]2[N:12]=[CH:10][NH:9][C:7](=[O:8])[C:5]=2[CH:6]=1. The yield is 0.620. (2) The reactants are N.[OH:2][C@@H:3]1[CH2:8][CH2:7][C@H:6]([C:9]#[N:10])[CH2:5][CH2:4]1. The catalyst is CO.[Ni]. The product is [NH2:10][CH2:9][C@@H:6]1[CH2:7][CH2:8][C@H:3]([OH:2])[CH2:4][CH2:5]1. The yield is 0.932. (3) The reactants are Br[C:2]1[C:6](Br)=[CH:5][S:4][CH:3]=1.[C:8]([Cu])#[N:9].[CH3:11][N:12](C=O)C. The catalyst is Cl. The product is [C:11]([C:2]1[C:6]([C:8]#[N:9])=[CH:5][S:4][CH:3]=1)#[N:12]. The yield is 0.690. (4) The reactants are [F:1][C:2]1[CH:10]=[C:9]([N+:11]([O-:13])=[O:12])[CH:8]=[CH:7][C:3]=1[C:4]([OH:6])=O.[NH2:14][CH:15]1[CH2:20][CH2:19][N:18]([CH3:21])[CH2:17][CH2:16]1.CN(C(ON1N=NC2C=CC=NC1=2)=[N+](C)C)C.F[P-](F)(F)(F)(F)F.CCN(C(C)C)C(C)C. The yield is 0.590. The product is [F:1][C:2]1[CH:10]=[C:9]([N+:11]([O-:13])=[O:12])[CH:8]=[CH:7][C:3]=1[C:4]([NH:14][CH:15]1[CH2:20][CH2:19][N:18]([CH3:21])[CH2:17][CH2:16]1)=[O:6]. The catalyst is CN(C=O)C. (5) The reactants are [C:1]1([OH:7])[CH:6]=[CH:5][CH:4]=[CH:3][CH:2]=1.[C:8]12(O)[CH2:17][CH:12]3[CH2:13][CH:14]([CH2:16][CH:10]([CH2:11]3)[CH2:9]1)[CH2:15]2.S(=O)(=O)(O)O.C(=O)(O)[O-].[Na+]. The catalyst is ClCCl.O. The product is [C:8]12([C:4]3[CH:5]=[CH:6][C:1]([OH:7])=[CH:2][CH:3]=3)[CH2:17][CH:12]3[CH2:13][CH:14]([CH2:16][CH:10]([CH2:11]3)[CH2:9]1)[CH2:15]2. The yield is 0.550. (6) The reactants are Br[C:2]1[C:3]([C:16]2[CH:21]=[CH:20][CH:19]=[CH:18][CH:17]=2)=[N:4][C:5]2[C:10]([N:11]=1)=[CH:9][C:8]([C:12]([O:14]C)=[O:13])=[CH:7][CH:6]=2.[Br:22][C:23]1[CH:28]=[CH:27][C:26](B(O)O)=[CH:25][CH:24]=1. No catalyst specified. The product is [Br:22][C:23]1[CH:28]=[CH:27][C:26]([C:2]2[C:3]([C:16]3[CH:21]=[CH:20][CH:19]=[CH:18][CH:17]=3)=[N:4][C:5]3[C:10]([N:11]=2)=[CH:9][C:8]([C:12]([OH:14])=[O:13])=[CH:7][CH:6]=3)=[CH:25][CH:24]=1. The yield is 0.100. (7) The reactants are [Br:1][C:2]1[CH:3]=[C:4]2[C:8](=[CH:9][CH:10]=1)[NH:7][N:6]=[C:5]2[CH3:11].[C:12]([O:16][C:17](O[C:17]([O:16][C:12]([CH3:15])([CH3:14])[CH3:13])=[O:18])=[O:18])([CH3:15])([CH3:14])[CH3:13]. The catalyst is CN(C1C=CN=CC=1)C.CC#N. The product is [C:12]([O:16][C:17]([N:7]1[C:8]2[C:4](=[CH:3][C:2]([Br:1])=[CH:10][CH:9]=2)[C:5]([CH3:11])=[N:6]1)=[O:18])([CH3:15])([CH3:14])[CH3:13]. The yield is 0.950. (8) The reactants are [CH:1]([C:3]1[S:7][CH:6]=[C:5]([C:8]2[CH:13]=[CH:12][C:11]([CH:14]([CH3:23])[CH2:15][NH:16][S:17]([CH:20]([CH3:22])[CH3:21])(=[O:19])=[O:18])=[CH:10][CH:9]=2)[CH:4]=1)=[O:2].[BH4-].[Na+]. The catalyst is C(O)C. The product is [OH:2][CH2:1][C:3]1[S:7][CH:6]=[C:5]([C:8]2[CH:9]=[CH:10][C:11]([CH:14]([CH3:23])[CH2:15][NH:16][S:17]([CH:20]([CH3:22])[CH3:21])(=[O:19])=[O:18])=[CH:12][CH:13]=2)[CH:4]=1. The yield is 0.690. (9) The reactants are [F:1][C:2]1[CH:3]=[CH:4][C:5]([N+:17]([O-:19])=[O:18])=[C:6](B2OC(C)(C)C(C)(C)O2)[CH:7]=1.[F:20][C:21]([F:40])([F:39])[C:22]1[CH:23]=[C:24]([CH:36]=[CH:37][CH:38]=1)[CH2:25][NH:26][C:27](=[O:35])[C:28]1[CH:33]=[CH:32][N:31]=[C:30](Cl)[CH:29]=1.CC(C1C=C(C(C)C)C(C2C=CC=CC=2P(C2CCCCC2)C2CCCCC2)=C(C(C)C)C=1)C.[O-]P([O-])([O-])=O.[K+].[K+].[K+]. The catalyst is COCCOC.O.Cl[Pd](Cl)([P](C1C=CC=CC=1)(C1C=CC=CC=1)C1C=CC=CC=1)[P](C1C=CC=CC=1)(C1C=CC=CC=1)C1C=CC=CC=1. The product is [F:39][C:21]([F:20])([F:40])[C:22]1[CH:23]=[C:24]([CH:36]=[CH:37][CH:38]=1)[CH2:25][NH:26][C:27](=[O:35])[C:28]1[CH:29]=[CH:30][N:31]=[C:32]([C:6]2[CH:7]=[C:2]([F:1])[CH:3]=[CH:4][C:5]=2[N+:17]([O-:19])=[O:18])[CH:33]=1. The yield is 0.270.